This data is from Forward reaction prediction with 1.9M reactions from USPTO patents (1976-2016). The task is: Predict the product of the given reaction. (1) Given the reactants [SH:1][C:2]1[N:10]=[CH:9][CH:8]=[CH:7][C:3]=1[C:4]([OH:6])=O.C(N1C=CN=C1)(N1C=CN=C1)=O.O.[NH2:24][C:25]1[CH:30]=[C:29]([CH3:31])[CH:28]=[C:27]([CH3:32])[CH:26]=1, predict the reaction product. The product is: [CH3:32][C:27]1[CH:26]=[C:25]([NH:24][C:4]([C:3]2[C:2](=[S:1])[NH:10][CH:9]=[CH:8][CH:7]=2)=[O:6])[CH:30]=[C:29]([CH3:31])[CH:28]=1. (2) The product is: [Cl:20][C:15]1[CH:14]=[C:13]([NH:12][C:8]([C:4]2[C:3]([CH2:2][NH:1][C:29]([NH:28][C:22]3[CH:27]=[CH:26][CH:25]=[CH:24][CH:23]=3)=[O:30])=[N:7][O:6][N:5]=2)=[N:9][OH:10])[CH:18]=[CH:17][C:16]=1[F:19]. Given the reactants [NH2:1][CH2:2][C:3]1[C:4]([C:8]2[N:12]([C:13]3[CH:18]=[CH:17][C:16]([F:19])=[C:15]([Cl:20])[CH:14]=3)C(=O)[O:10][N:9]=2)=[N:5][O:6][N:7]=1.[C:22]1([N:28]=[C:29]=[O:30])[CH:27]=[CH:26][CH:25]=[CH:24][CH:23]=1, predict the reaction product. (3) Given the reactants Br[C:2]1[CH:3]=[CH:4][C:5]([F:23])=[C:6]([C:8]([NH:11][C:12]([N:14]2[CH:20]3[CH2:21][CH2:22][N:17]([CH2:18][CH2:19]3)[CH2:16][CH2:15]2)=[O:13])([CH3:10])[CH3:9])[CH:7]=1.[C:24]1(B(O)O)[CH:29]=[CH:28][CH:27]=[CH:26][CH:25]=1, predict the reaction product. The product is: [F:23][C:5]1[CH:4]=[CH:3][C:2]([C:24]2[CH:29]=[CH:28][CH:27]=[CH:26][CH:25]=2)=[CH:7][C:6]=1[C:8]([NH:11][C:12]([N:14]1[CH:20]2[CH2:21][CH2:22][N:17]([CH2:18][CH2:19]2)[CH2:16][CH2:15]1)=[O:13])([CH3:10])[CH3:9]. (4) Given the reactants C([O-])(=O)C.[K+].CC1(C)C(C)(C)OB(B2OC(C)(C)C(C)(C)O2)O1.Br[C:25]1[CH:30]=[CH:29][C:28]([S:31][CH2:32][C:33]2[CH:34]=[N:35][CH:36]=[CH:37][CH:38]=2)=[CH:27][CH:26]=1.[CH2:39]([O:41][C:42](=[O:51])/[C:43](/Br)=[CH:44]/[CH:45]1[CH2:49][CH2:48][CH2:47][CH2:46]1)[CH3:40].C(=O)([O-])[O-].[Na+].[Na+], predict the reaction product. The product is: [CH2:39]([O:41][C:42](=[O:51])/[C:43](/[C:25]1[CH:30]=[CH:29][C:28]([S:31][CH2:32][C:33]2[CH:34]=[N:35][CH:36]=[CH:37][CH:38]=2)=[CH:27][CH:26]=1)=[CH:44]/[CH:45]1[CH2:49][CH2:48][CH2:47][CH2:46]1)[CH3:40]. (5) The product is: [OH:40][CH2:39][C:38]([NH:37][S:34]([C:29]1[CH:30]=[CH:31][C:32]([CH3:33])=[C:27]([NH:26][C:13]([C:12]2[CH:11]=[N:10][N:9]3[C:4]([CH:1]4[CH2:2][CH2:3]4)=[CH:5][C:6]([C:16]4[CH:17]=[CH:18][C:19]([C:22]([F:25])([F:24])[F:23])=[CH:20][CH:21]=4)=[N:7][C:8]=23)=[O:14])[CH:28]=1)(=[O:36])=[O:35])([CH3:42])[CH3:41]. Given the reactants [CH:1]1([C:4]2[N:9]3[N:10]=[CH:11][C:12]([C:13](O)=[O:14])=[C:8]3[N:7]=[C:6]([C:16]3[CH:21]=[CH:20][C:19]([C:22]([F:25])([F:24])[F:23])=[CH:18][CH:17]=3)[CH:5]=2)[CH2:3][CH2:2]1.[NH2:26][C:27]1[CH:28]=[C:29]([S:34]([NH:37][C:38]([CH3:42])([CH3:41])[CH2:39][OH:40])(=[O:36])=[O:35])[CH:30]=[CH:31][C:32]=1[CH3:33], predict the reaction product.